From a dataset of Full USPTO retrosynthesis dataset with 1.9M reactions from patents (1976-2016). Predict the reactants needed to synthesize the given product. (1) Given the product [C:20]([C:15]1[N:11]2[C:12](=[O:14])[CH:13]=[C:8]([CH2:7][N:6]3[C:2]([Cl:1])=[CH:3][C:4]([C:25]([F:28])([F:27])[F:26])=[N:5]3)[N:9]=[C:10]2[S:17][C:16]=1[O:18][CH3:19])(=[O:22])[CH3:21], predict the reactants needed to synthesize it. The reactants are: [Cl:1][C:2]1[N:6]([CH2:7][C:8]2[N:9]=[C:10]3[S:17][C:16]([O:18][CH3:19])=[C:15]([C:20]([O:22]CC)=[CH2:21])[N:11]3[C:12](=[O:14])[CH:13]=2)[N:5]=[C:4]([C:25]([F:28])([F:27])[F:26])[CH:3]=1.Cl. (2) The reactants are: [N:1]1([NH:7][C:8]([C:10]2[C:14]([CH2:15][OH:16])=[C:13]([C:17]3[CH:22]=[CH:21][C:20]([OH:23])=[CH:19][CH:18]=3)[N:12]([C:24]3[CH:29]=[CH:28][C:27]([Cl:30])=[CH:26][C:25]=3[Cl:31])[N:11]=2)=[O:9])[CH2:6][CH2:5][CH2:4][CH2:3][CH2:2]1.C(N(CC)CC)C.[F:39][C:40]([F:48])([F:47])[CH2:41][CH2:42][S:43](Cl)(=[O:45])=[O:44].O. Given the product [Cl:31][C:25]1[CH:26]=[C:27]([Cl:30])[CH:28]=[CH:29][C:24]=1[N:12]1[C:13]([C:17]2[CH:18]=[CH:19][C:20]([O:23][S:43]([CH2:42][CH2:41][C:40]([F:48])([F:47])[F:39])(=[O:45])=[O:44])=[CH:21][CH:22]=2)=[C:14]([CH2:15][OH:16])[C:10]([C:8](=[O:9])[NH:7][N:1]2[CH2:6][CH2:5][CH2:4][CH2:3][CH2:2]2)=[N:11]1, predict the reactants needed to synthesize it. (3) Given the product [F:50][C:51]1[CH:62]=[CH:61][C:60]([F:63])=[CH:59][C:52]=1[O:53][CH:54]1[CH2:58][CH2:57][N:56]([C:25](=[O:27])[CH2:24][NH:23][C:21]([C:18]2[CH:17]=[C:16]([C:10]3[CH:11]=[CH:12][CH:13]=[CH:14][CH:15]=3)[NH:20][N:19]=2)=[O:22])[CH2:55]1, predict the reactants needed to synthesize it. The reactants are: CCN(C(C)C)C(C)C.[C:10]1([C:16]2[NH:20][N:19]=[C:18]([C:21]([NH:23][CH2:24][C:25]([OH:27])=O)=[O:22])[CH:17]=2)[CH:15]=[CH:14][CH:13]=[CH:12][CH:11]=1.C1C=CC2N(O)N=NC=2C=1.CCN=C=NCCCN(C)C.Cl.[F:50][C:51]1[CH:62]=[CH:61][C:60]([F:63])=[CH:59][C:52]=1[O:53][CH:54]1[CH2:58][CH2:57][NH:56][CH2:55]1.FC(F)(F)C1C=C(C=CC=1)OC1CCNC1.